Dataset: NCI-60 drug combinations with 297,098 pairs across 59 cell lines. Task: Regression. Given two drug SMILES strings and cell line genomic features, predict the synergy score measuring deviation from expected non-interaction effect. (1) Drug 1: CC1=CC=C(C=C1)C2=CC(=NN2C3=CC=C(C=C3)S(=O)(=O)N)C(F)(F)F. Drug 2: CN(C(=O)NC(C=O)C(C(C(CO)O)O)O)N=O. Cell line: 786-0. Synergy scores: CSS=0.521, Synergy_ZIP=-0.188, Synergy_Bliss=-0.0698, Synergy_Loewe=-0.371, Synergy_HSA=-0.585. (2) Drug 1: COC1=C(C=C2C(=C1)N=CN=C2NC3=CC(=C(C=C3)F)Cl)OCCCN4CCOCC4. Drug 2: N.N.Cl[Pt+2]Cl. Cell line: SW-620. Synergy scores: CSS=7.07, Synergy_ZIP=0.770, Synergy_Bliss=6.51, Synergy_Loewe=1.25, Synergy_HSA=1.90. (3) Drug 1: CN(CC1=CN=C2C(=N1)C(=NC(=N2)N)N)C3=CC=C(C=C3)C(=O)NC(CCC(=O)O)C(=O)O. Drug 2: COCCOC1=C(C=C2C(=C1)C(=NC=N2)NC3=CC=CC(=C3)C#C)OCCOC. Cell line: SK-OV-3. Synergy scores: CSS=53.8, Synergy_ZIP=1.88, Synergy_Bliss=3.26, Synergy_Loewe=3.94, Synergy_HSA=5.05. (4) Drug 2: C1=CC(=C2C(=C1NCCNCCO)C(=O)C3=C(C=CC(=C3C2=O)O)O)NCCNCCO. Synergy scores: CSS=46.6, Synergy_ZIP=6.80, Synergy_Bliss=9.34, Synergy_Loewe=-11.0, Synergy_HSA=6.35. Cell line: RPMI-8226. Drug 1: CN1CCC(CC1)COC2=C(C=C3C(=C2)N=CN=C3NC4=C(C=C(C=C4)Br)F)OC. (5) Drug 1: C1CCN(CC1)CCOC2=CC=C(C=C2)C(=O)C3=C(SC4=C3C=CC(=C4)O)C5=CC=C(C=C5)O. Drug 2: CC1=C2C(C(=O)C3(C(CC4C(C3C(C(C2(C)C)(CC1OC(=O)C(C(C5=CC=CC=C5)NC(=O)C6=CC=CC=C6)O)O)OC(=O)C7=CC=CC=C7)(CO4)OC(=O)C)O)C)OC(=O)C. Cell line: SF-539. Synergy scores: CSS=39.4, Synergy_ZIP=0.406, Synergy_Bliss=-0.375, Synergy_Loewe=-47.9, Synergy_HSA=-0.797. (6) Drug 1: COC1=C(C=C2C(=C1)N=CN=C2NC3=CC(=C(C=C3)F)Cl)OCCCN4CCOCC4. Drug 2: CC12CCC3C(C1CCC2OP(=O)(O)O)CCC4=C3C=CC(=C4)OC(=O)N(CCCl)CCCl.[Na+]. Cell line: A498. Synergy scores: CSS=18.2, Synergy_ZIP=-6.85, Synergy_Bliss=-8.45, Synergy_Loewe=-24.5, Synergy_HSA=-7.54. (7) Drug 1: CC(C1=C(C=CC(=C1Cl)F)Cl)OC2=C(N=CC(=C2)C3=CN(N=C3)C4CCNCC4)N. Drug 2: C(CN)CNCCSP(=O)(O)O. Cell line: T-47D. Synergy scores: CSS=-0.960, Synergy_ZIP=3.16, Synergy_Bliss=6.37, Synergy_Loewe=4.69, Synergy_HSA=4.69. (8) Drug 1: C1=C(C(=O)NC(=O)N1)F. Drug 2: CCC1(CC2CC(C3=C(CCN(C2)C1)C4=CC=CC=C4N3)(C5=C(C=C6C(=C5)C78CCN9C7C(C=CC9)(C(C(C8N6C)(C(=O)OC)O)OC(=O)C)CC)OC)C(=O)OC)O.OS(=O)(=O)O. Cell line: ACHN. Synergy scores: CSS=53.0, Synergy_ZIP=0.0368, Synergy_Bliss=2.00, Synergy_Loewe=5.24, Synergy_HSA=5.85. (9) Drug 1: C1CC(=O)NC(=O)C1N2CC3=C(C2=O)C=CC=C3N. Drug 2: COC1=C2C(=CC3=C1OC=C3)C=CC(=O)O2. Cell line: MOLT-4. Synergy scores: CSS=-20.2, Synergy_ZIP=3.06, Synergy_Bliss=-15.7, Synergy_Loewe=-18.6, Synergy_HSA=-20.1. (10) Drug 1: CC1C(C(CC(O1)OC2CC(CC3=C2C(=C4C(=C3O)C(=O)C5=C(C4=O)C(=CC=C5)OC)O)(C(=O)CO)O)N)O.Cl. Drug 2: CN(C)C1=NC(=NC(=N1)N(C)C)N(C)C. Cell line: ACHN. Synergy scores: CSS=6.66, Synergy_ZIP=-2.66, Synergy_Bliss=-2.36, Synergy_Loewe=-2.34, Synergy_HSA=-2.26.